From a dataset of Catalyst prediction with 721,799 reactions and 888 catalyst types from USPTO. Predict which catalyst facilitates the given reaction. (1) Reactant: [F:1][C:2]1[CH:3]=[CH:4][C:5]([OH:12])=[C:6]([CH:11]=1)[C:7]([O:9][CH3:10])=[O:8].[C:13]([C:17]1[CH:24]=[CH:23][C:20]([CH2:21]Cl)=[CH:19][CH:18]=1)([CH3:16])([CH3:15])[CH3:14].C(=O)([O-])[O-].[K+].[K+].[I-].[K+]. Product: [C:13]([C:17]1[CH:18]=[CH:19][C:20]([CH2:21][O:12][C:5]2[CH:4]=[CH:3][C:2]([F:1])=[CH:11][C:6]=2[C:7]([O:9][CH3:10])=[O:8])=[CH:23][CH:24]=1)([CH3:16])([CH3:14])[CH3:15]. The catalyst class is: 21. (2) Product: [Br:13][CH2:2][C:1]([C:4]1[CH:12]=[CH:11][C:7]([C:8]([OH:10])=[O:9])=[CH:6][CH:5]=1)=[O:3]. The catalyst class is: 15. Reactant: [C:1]([C:4]1[CH:12]=[CH:11][C:7]([C:8]([OH:10])=[O:9])=[CH:6][CH:5]=1)(=[O:3])[CH3:2].[Br:13]Br. (3) Reactant: [CH2:1]([N:3]1[C:12]2[C:7](=[CH:8][C:9]([N+:13]([O-])=O)=[CH:10][CH:11]=2)[C:6](=[O:16])[N:5]([CH2:17][S:18][CH3:19])[C:4]1=[O:20])[CH3:2].[Sn](Cl)Cl. Product: [NH2:13][C:9]1[CH:8]=[C:7]2[C:12](=[CH:11][CH:10]=1)[N:3]([CH2:1][CH3:2])[C:4](=[O:20])[N:5]([CH2:17][S:18][CH3:19])[C:6]2=[O:16]. The catalyst class is: 8. (4) Reactant: C([N:8]1[CH2:13][CH2:12][C:11]2([CH2:18][CH2:17][CH2:16][CH2:15][CH2:14]2)[CH2:10][CH2:9]1)C1C=CC=CC=1. Product: [CH2:10]1[C:11]2([CH2:18][CH2:17][CH2:16][CH2:15][CH2:14]2)[CH2:12][CH2:13][NH:8][CH2:9]1. The catalyst class is: 293. (5) Reactant: OS([O-])=O.[Na+].[O:6]=[C:7]1[CH2:12][CH2:11][CH2:10][N:9]([C:13]([O:15][C:16]([CH3:19])([CH3:18])[CH3:17])=[O:14])[CH2:8]1.[C-:20]#[N:21].[K+]. Product: [C:20]([C:7]1([OH:6])[CH2:12][CH2:11][CH2:10][N:9]([C:13]([O:15][C:16]([CH3:19])([CH3:18])[CH3:17])=[O:14])[CH2:8]1)#[N:21]. The catalyst class is: 581. (6) The catalyst class is: 29. Product: [NH2:11][C@@H:12]1[CH2:16][CH2:15][N:14]([C:17]([O:19][C:20]([CH3:23])([CH3:22])[CH3:21])=[O:18])[CH2:13]1. Reactant: C(OC([NH:11][C@@H:12]1[CH2:16][CH2:15][N:14]([C:17]([O:19][C:20]([CH3:23])([CH3:22])[CH3:21])=[O:18])[CH2:13]1)=O)C1C=CC=CC=1. (7) Reactant: [Cl:1][C:2]1[N:7]=[C:6](Cl)[C:5]([CH3:9])=[CH:4][N:3]=1.C(N(CC)CC)C.[NH2:17][CH2:18][CH:19]1[CH2:24][CH2:23][N:22]([C:25]([O:27][CH2:28][C:29]2[CH:34]=[CH:33][CH:32]=[CH:31][CH:30]=2)=[O:26])[CH2:21][CH2:20]1. Product: [CH2:28]([O:27][C:25]([N:22]1[CH2:23][CH2:24][CH:19]([CH2:18][NH:17][C:6]2[C:5]([CH3:9])=[CH:4][N:3]=[C:2]([Cl:1])[N:7]=2)[CH2:20][CH2:21]1)=[O:26])[C:29]1[CH:34]=[CH:33][CH:32]=[CH:31][CH:30]=1. The catalyst class is: 39.